This data is from Catalyst prediction with 721,799 reactions and 888 catalyst types from USPTO. The task is: Predict which catalyst facilitates the given reaction. (1) Reactant: [CH2:1]([NH:8][C:9](=[O:14])[CH2:10][C:11](=[O:13])[CH3:12])[C:2]1[CH:7]=[CH:6][CH:5]=[CH:4][CH:3]=1.BrBr.O.C([O-])=[O:19].[K+]. Product: [CH2:1]([NH:8][C:9](=[O:14])[CH2:10][C:11](=[O:13])[CH2:12][OH:19])[C:2]1[CH:7]=[CH:6][CH:5]=[CH:4][CH:3]=1. The catalyst class is: 4. (2) Reactant: [CH2:1]([O:8][N:9]1[C:15](=[O:16])[N:14]2[CH2:17][C@H:10]1[CH2:11][CH2:12][C@H:13]2[C:18]([OH:20])=O)[C:2]1[CH:7]=[CH:6][CH:5]=[CH:4][CH:3]=1.[C:21]([NH:24][NH2:25])(=[O:23])[CH3:22].ON1C2C=CC=CC=2N=N1.Cl.C(N=C=NCCCN(C)C)C. Product: [C:21]([NH:24][NH:25][C:18]([C@@H:13]1[CH2:12][CH2:11][C@@H:10]2[CH2:17][N:14]1[C:15](=[O:16])[N:9]2[O:8][CH2:1][C:2]1[CH:3]=[CH:4][CH:5]=[CH:6][CH:7]=1)=[O:20])(=[O:23])[CH3:22]. The catalyst class is: 2.